This data is from Full USPTO retrosynthesis dataset with 1.9M reactions from patents (1976-2016). The task is: Predict the reactants needed to synthesize the given product. (1) The reactants are: [OH:1][C@@:2]1([C:9]#[C:10][C:11]2[CH:12]=[C:13]([C:17]3[N:26]=[C:25]([C:27]([O:29]CC)=O)[C:24]4[C:19](=[CH:20][CH:21]=[C:22]([O:32][CH3:33])[CH:23]=4)[N:18]=3)[CH:14]=[CH:15][CH:16]=2)[CH2:6][CH2:5][N:4]([CH3:7])[C:3]1=[O:8].[NH3:34]. Given the product [OH:1][C@@:2]1([C:9]#[C:10][C:11]2[CH:12]=[C:13]([C:17]3[N:26]=[C:25]([C:27]([NH2:34])=[O:29])[C:24]4[C:19](=[CH:20][CH:21]=[C:22]([O:32][CH3:33])[CH:23]=4)[N:18]=3)[CH:14]=[CH:15][CH:16]=2)[CH2:6][CH2:5][N:4]([CH3:7])[C:3]1=[O:8], predict the reactants needed to synthesize it. (2) Given the product [CH3:1][CH:2]1[CH2:12][C:13](=[O:15])[NH:4][C@@H:3]1[C:5]([O:7][C:8]([CH3:11])([CH3:10])[CH3:9])=[O:6], predict the reactants needed to synthesize it. The reactants are: [CH3:1][CH:2]([CH2:12][C:13]([O:15]CC)=O)[C@@H:3]([C:5]([O:7][C:8]([CH3:11])([CH3:10])[CH3:9])=[O:6])[NH2:4]. (3) Given the product [CH2:43]([NH:8][C:5]1[N:4]=[C:3]([NH:26][C:27]2[CH:32]=[CH:31][C:30]([P:33]([CH3:36])([CH3:35])=[O:34])=[CH:29][C:28]=2[S:37]([CH:40]([CH3:41])[CH3:42])(=[O:39])=[O:38])[C:2]([Cl:1])=[CH:7][N:6]=1)[C:44]1[CH:49]=[CH:48][CH:47]=[CH:46][CH:45]=1, predict the reactants needed to synthesize it. The reactants are: [Cl:1][C:2]1[C:3]([NH:26][C:27]2[CH:32]=[CH:31][C:30]([P:33]([CH3:36])([CH3:35])=[O:34])=[CH:29][C:28]=2[S:37]([CH:40]([CH3:42])[CH3:41])(=[O:39])=[O:38])=[N:4][C:5]([NH:8]C2OC(N3CCN(C4C=CC=CN=4)CC3)=NN=2)=[N:6][CH:7]=1.[CH2:43](N)[C:44]1[CH:49]=[CH:48][CH:47]=[CH:46][CH:45]=1. (4) Given the product [Br:1][C:2]1[CH:9]=[C:8]([Cl:10])[CH:7]=[CH:6][C:3]=1[CH2:4][NH:15][CH3:14], predict the reactants needed to synthesize it. The reactants are: [Br:1][C:2]1[CH:9]=[C:8]([Cl:10])[CH:7]=[CH:6][C:3]=1[CH:4]=O.C(O)C.[CH3:14][NH2:15].C(O[BH-](OC(=O)C)OC(=O)C)(=O)C.[Na+]. (5) Given the product [Cl:17][C:18]1[CH:23]=[CH:22][C:21]([C:2]2[CH:3]=[CH:4][C:5]([CH3:16])=[C:6]([C:8]3[C:9](=[O:15])[CH2:10][CH2:11][C:12]=3[O:13][CH3:14])[CH:7]=2)=[CH:20][CH:19]=1, predict the reactants needed to synthesize it. The reactants are: Br[C:2]1[CH:3]=[CH:4][C:5]([CH3:16])=[C:6]([C:8]2[C:9](=[O:15])[CH2:10][CH2:11][C:12]=2[O:13][CH3:14])[CH:7]=1.[Cl:17][C:18]1[CH:23]=[CH:22][C:21](B(O)O)=[CH:20][CH:19]=1.P([O-])([O-])([O-])=O.[K+].[K+].[K+].